From a dataset of Forward reaction prediction with 1.9M reactions from USPTO patents (1976-2016). Predict the product of the given reaction. (1) Given the reactants [CH3:1][C:2]1[C:3]([NH:22][C:23]2[CH:33]=[CH:32][CH:31]=[CH:30][C:24]=2[C:25](OCC)=[O:26])=[N:4][C:5]([NH:8][C:9]2[CH:14]=[CH:13][CH:12]=[C:11]([N:15]3[CH2:20][CH2:19][N:18]([CH3:21])[CH2:17][CH2:16]3)[CH:10]=2)=[N:6][CH:7]=1.[NH:34]1[CH2:38][CH2:37][C@@H:36]([OH:39])[CH2:35]1, predict the reaction product. The product is: [CH3:1][C:2]1[C:3]([NH:22][C:23]2[CH:33]=[CH:32][CH:31]=[CH:30][C:24]=2[C:25]([N:34]2[CH2:38][CH2:37][C@@H:36]([OH:39])[CH2:35]2)=[O:26])=[N:4][C:5]([NH:8][C:9]2[CH:14]=[CH:13][CH:12]=[C:11]([N:15]3[CH2:16][CH2:17][N:18]([CH3:21])[CH2:19][CH2:20]3)[CH:10]=2)=[N:6][CH:7]=1. (2) Given the reactants [C:1]([N:4]1[CH2:9][CH2:8][CH:7]([C:10]([N:12]2[CH2:17][CH2:16][C@@H:15]([N:18]([C:20]([C:22]3[CH:27]=[CH:26][C:25]([O:28][CH3:29])=[CH:24][CH:23]=3)=[O:21])[CH3:19])[C@H:14]([C:30]3[CH:39]=[CH:38][C:33]([C:34]([O:36]C)=[O:35])=[CH:32][CH:31]=3)[CH2:13]2)=[O:11])[CH2:6][CH2:5]1)(=[O:3])[CH3:2].[OH-].[Na+], predict the reaction product. The product is: [C:1]([N:4]1[CH2:9][CH2:8][CH:7]([C:10]([N:12]2[CH2:17][CH2:16][C@@H:15]([N:18]([C:20]([C:22]3[CH:23]=[CH:24][C:25]([O:28][CH3:29])=[CH:26][CH:27]=3)=[O:21])[CH3:19])[C@H:14]([C:30]3[CH:31]=[CH:32][C:33]([C:34]([OH:36])=[O:35])=[CH:38][CH:39]=3)[CH2:13]2)=[O:11])[CH2:6][CH2:5]1)(=[O:3])[CH3:2]. (3) Given the reactants Cl[C:2]1[C:7]([Cl:8])=[CH:6][C:5]([Cl:9])=[CH:4][N:3]=1.[CH3:10][C@@H:11]1[CH2:16][NH:15][CH2:14][CH2:13][NH:12]1, predict the reaction product. The product is: [Cl:8][C:7]1[C:2]([N:15]2[CH2:14][CH2:13][NH:12][C@H:11]([CH3:10])[CH2:16]2)=[N:3][CH:4]=[C:5]([Cl:9])[CH:6]=1. (4) Given the reactants Cl.FC1C=C(C=CC=1)CN1C=C(C2C3C(=NC=C(C4C=CC(C5CCNCC5)=CC=4)C=3)N(S(C3C=CC(C)=CC=3)(=O)=O)C=2)C=N1.[F:46][C:47]1[CH:48]=[C:49]([CH:91]=[CH:92][CH:93]=1)[CH2:50][N:51]1[CH:55]=[C:54]([C:56]2[C:64]3[C:59](=[N:60][CH:61]=[C:62]([C:65]4[CH:66]=[N:67][C:68]([N:71]5[CH2:76][CH2:75][N:74]([CH2:77][CH:78]([CH3:80])[CH3:79])[CH2:73][CH2:72]5)=[CH:69][CH:70]=4)[CH:63]=3)[N:58](S(C3C=CC(C)=CC=3)(=O)=O)[CH:57]=2)[CH:53]=[N:52]1.[OH-].[Li+], predict the reaction product. The product is: [F:46][C:47]1[CH:48]=[C:49]([CH:91]=[CH:92][CH:93]=1)[CH2:50][N:51]1[CH:55]=[C:54]([C:56]2[C:64]3[C:59](=[N:60][CH:61]=[C:62]([C:65]4[CH:66]=[N:67][C:68]([N:71]5[CH2:72][CH2:73][N:74]([CH2:77][CH:78]([CH3:79])[CH3:80])[CH2:75][CH2:76]5)=[CH:69][CH:70]=4)[CH:63]=3)[NH:58][CH:57]=2)[CH:53]=[N:52]1. (5) The product is: [Br:1][C:2]1[C:14]2[C:13]3[C:8](=[CH:9][CH:10]=[CH:11][CH:12]=3)[CH2:7][C:6]=2[CH:5]=[CH:4][CH:3]=1. Given the reactants [Br:1][C:2]1[C:14]2[C:13]3[C:8](=[CH:9][C:10](C(C)(C)C)=[CH:11][CH:12]=3)[CH2:7][C:6]=2[CH:5]=[C:4](C(C)(C)C)[CH:3]=1.[Al+3].[Cl-].[Cl-].[Cl-], predict the reaction product. (6) Given the reactants [CH:1]([C@H:3]1[CH2:7][CH2:6][C:5](=[O:8])[N:4]1[CH2:9][CH2:10][CH2:11][CH2:12][CH2:13][CH2:14][C:15]([O:17]C)=[O:16])=O.[CH3:19][C@@H:20]([CH2:30][CH2:31][CH2:32][C:33]1[CH:38]=[CH:37][CH:36]=[CH:35][CH:34]=1)[C:21](=[O:29])[CH2:22]P(=O)(OC)OC, predict the reaction product. The product is: [OH:29][C@@H:21]([C@@H:20]([CH3:19])[CH2:30][CH2:31][CH2:32][C:33]1[CH:34]=[CH:35][CH:36]=[CH:37][CH:38]=1)/[CH:22]=[CH:1]/[C@H:3]1[CH2:7][CH2:6][C:5](=[O:8])[N:4]1[CH2:9][CH2:10][CH2:11][CH2:12][CH2:13][CH2:14][C:15]([OH:17])=[O:16].